The task is: Predict the product of the given reaction.. This data is from Forward reaction prediction with 1.9M reactions from USPTO patents (1976-2016). Given the reactants [NH:1]1[CH2:6][CH2:5][CH:4]([OH:7])[CH2:3][CH2:2]1.[C:8]([N:15]1[CH2:20][CH2:19][C:18](=O)[CH2:17][CH2:16]1)([O:10][C:11]([CH3:14])([CH3:13])[CH3:12])=[O:9].[C-:22]#[N:23].C([Al+]CC)C.C1(C)C=CC=CC=1.C(=O)(O)[O-].[Na+], predict the reaction product. The product is: [C:22]([C:18]1([N:1]2[CH2:6][CH2:5][CH:4]([OH:7])[CH2:3][CH2:2]2)[CH2:19][CH2:20][N:15]([C:8]([O:10][C:11]([CH3:14])([CH3:13])[CH3:12])=[O:9])[CH2:16][CH2:17]1)#[N:23].